This data is from Full USPTO retrosynthesis dataset with 1.9M reactions from patents (1976-2016). The task is: Predict the reactants needed to synthesize the given product. Given the product [CH2:55]([NH:62][C:63]([CH:65]1[CH2:70][CH2:69][N:68]([C:17]([C:8]2[N:7]([CH2:6][C:5]3[CH:4]=[CH:3][C:2]([Cl:1])=[CH:21][CH:20]=3)[C:15]3[C:10]([C:9]=2[CH3:16])=[CH:11][CH:12]=[CH:13][CH:14]=3)=[O:19])[CH2:67][CH2:66]1)=[O:64])[C:56]1[CH:57]=[CH:58][CH:59]=[CH:60][CH:61]=1, predict the reactants needed to synthesize it. The reactants are: [Cl:1][C:2]1[CH:21]=[CH:20][C:5]([CH2:6][N:7]2[C:15]3[C:10](=[CH:11][CH:12]=[CH:13][CH:14]=3)[C:9]([CH3:16])=[C:8]2[C:17]([OH:19])=O)=[CH:4][CH:3]=1.CCN(C(C)C)C(C)C.CN(C(ON1N=NC2C=CC=NC1=2)=[N+](C)C)C.F[P-](F)(F)(F)(F)F.[CH2:55]([NH:62][C:63]([CH:65]1[CH2:70][CH2:69][NH:68][CH2:67][CH2:66]1)=[O:64])[C:56]1[CH:61]=[CH:60][CH:59]=[CH:58][CH:57]=1.